From a dataset of NCI-60 drug combinations with 297,098 pairs across 59 cell lines. Regression. Given two drug SMILES strings and cell line genomic features, predict the synergy score measuring deviation from expected non-interaction effect. (1) Drug 2: CC1C(C(CC(O1)OC2CC(CC3=C2C(=C4C(=C3O)C(=O)C5=C(C4=O)C(=CC=C5)OC)O)(C(=O)CO)O)N)O.Cl. Drug 1: C1=NC(=NC(=O)N1C2C(C(C(O2)CO)O)O)N. Cell line: CCRF-CEM. Synergy scores: CSS=43.6, Synergy_ZIP=-6.99, Synergy_Bliss=-7.92, Synergy_Loewe=-7.65, Synergy_HSA=-4.79. (2) Drug 1: C1=C(C(=O)NC(=O)N1)N(CCCl)CCCl. Drug 2: CC1CCC2CC(C(=CC=CC=CC(CC(C(=O)C(C(C(=CC(C(=O)CC(OC(=O)C3CCCCN3C(=O)C(=O)C1(O2)O)C(C)CC4CCC(C(C4)OC)O)C)C)O)OC)C)C)C)OC. Cell line: A498. Synergy scores: CSS=23.6, Synergy_ZIP=-14.0, Synergy_Bliss=-6.35, Synergy_Loewe=-4.72, Synergy_HSA=-1.36. (3) Drug 1: C1=C(C(=O)NC(=O)N1)N(CCCl)CCCl. Drug 2: COC1=NC(=NC2=C1N=CN2C3C(C(C(O3)CO)O)O)N. Cell line: IGROV1. Synergy scores: CSS=19.9, Synergy_ZIP=5.13, Synergy_Bliss=7.04, Synergy_Loewe=-5.03, Synergy_HSA=4.21. (4) Drug 1: CC1=C2C(C(=O)C3(C(CC4C(C3C(C(C2(C)C)(CC1OC(=O)C(C(C5=CC=CC=C5)NC(=O)OC(C)(C)C)O)O)OC(=O)C6=CC=CC=C6)(CO4)OC(=O)C)OC)C)OC. Drug 2: CN(C)N=NC1=C(NC=N1)C(=O)N. Cell line: HS 578T. Synergy scores: CSS=61.9, Synergy_ZIP=9.45, Synergy_Bliss=8.62, Synergy_Loewe=-24.5, Synergy_HSA=8.83. (5) Drug 1: CC12CCC(CC1=CCC3C2CCC4(C3CC=C4C5=CN=CC=C5)C)O. Drug 2: CCC1(C2=C(COC1=O)C(=O)N3CC4=CC5=C(C=CC(=C5CN(C)C)O)N=C4C3=C2)O.Cl. Cell line: OVCAR-4. Synergy scores: CSS=5.79, Synergy_ZIP=-3.73, Synergy_Bliss=-2.61, Synergy_Loewe=-2.58, Synergy_HSA=-2.46. (6) Drug 1: CC(C1=C(C=CC(=C1Cl)F)Cl)OC2=C(N=CC(=C2)C3=CN(N=C3)C4CCNCC4)N. Drug 2: C1=CC(=CC=C1CCC2=CNC3=C2C(=O)NC(=N3)N)C(=O)NC(CCC(=O)O)C(=O)O. Cell line: HS 578T. Synergy scores: CSS=16.0, Synergy_ZIP=-0.636, Synergy_Bliss=5.92, Synergy_Loewe=-4.58, Synergy_HSA=0.959. (7) Drug 1: C1C(C(OC1N2C=NC3=C(N=C(N=C32)Cl)N)CO)O. Drug 2: CC1C(C(CC(O1)OC2CC(CC3=C2C(=C4C(=C3O)C(=O)C5=CC=CC=C5C4=O)O)(C(=O)C)O)N)O. Cell line: HOP-62. Synergy scores: CSS=46.8, Synergy_ZIP=-10.1, Synergy_Bliss=-12.2, Synergy_Loewe=-9.16, Synergy_HSA=-7.86.